This data is from Forward reaction prediction with 1.9M reactions from USPTO patents (1976-2016). The task is: Predict the product of the given reaction. Given the reactants Cl[CH2:2][C:3]([CH3:6])([OH:5])[CH3:4].[OH:7][C:8]1[CH:15]=[CH:14][C:11]([C:12]#[N:13])=[CH:10][CH:9]=1.C(=O)([O-])[O-].[K+].[K+].O, predict the reaction product. The product is: [OH:5][C:3]([CH3:6])([CH3:4])[CH2:2][O:7][C:8]1[CH:15]=[CH:14][C:11]([C:12]#[N:13])=[CH:10][CH:9]=1.